From a dataset of Full USPTO retrosynthesis dataset with 1.9M reactions from patents (1976-2016). Predict the reactants needed to synthesize the given product. (1) Given the product [CH2:13]([C:20]1[C:21]([CH3:37])=[N:22][C:23]2[C:28]([C:29]=1[CH3:30])=[CH:27][C:26]([C:31]([C:2]1[N:6]([CH3:7])[CH:5]=[N:4][CH:3]=1)=[O:32])=[CH:25][CH:24]=2)[C:14]1[CH:15]=[CH:16][CH:17]=[CH:18][CH:19]=1, predict the reactants needed to synthesize it. The reactants are: I[C:2]1[N:6]([CH3:7])[CH:5]=[N:4][CH:3]=1.C([Mg]Cl)(C)C.[CH2:13]([C:20]1[C:21]([CH3:37])=[N:22][C:23]2[C:28]([C:29]=1[CH3:30])=[CH:27][C:26]([C:31](N(OC)C)=[O:32])=[CH:25][CH:24]=2)[C:14]1[CH:19]=[CH:18][CH:17]=[CH:16][CH:15]=1.CN1C=CN=C1. (2) Given the product [CH3:26][C:25]([CH3:28])([CH3:27])[C@H:20]([NH:19][C:18]([C:4]1[N:3]=[C:2]([C:30]2[CH:35]=[CH:34][CH:33]=[CH:32][CH:31]=2)[N:6]2[CH2:7][CH2:8][N:9]([C:11]([O:13][C:14]([CH3:17])([CH3:16])[CH3:15])=[O:12])[CH2:10][C:5]=12)=[O:29])[C:21]([NH:23][CH3:24])=[O:22], predict the reactants needed to synthesize it. The reactants are: Br[C:2]1[N:6]2[CH2:7][CH2:8][N:9]([C:11]([O:13][C:14]([CH3:17])([CH3:16])[CH3:15])=[O:12])[CH2:10][C:5]2=[C:4]([C:18](=[O:29])[NH:19][C@@H:20]([C:25]([CH3:28])([CH3:27])[CH3:26])[C:21]([NH:23][CH3:24])=[O:22])[N:3]=1.[C:30]1(B(O)O)[CH:35]=[CH:34][CH:33]=[CH:32][CH:31]=1.C([O-])([O-])=O.[Na+].[Na+]. (3) Given the product [CH3:20][C:19]1[C:14]2[C:13]([N:12]=[C:9]3[C:10]=1[CH:11]=[C:6]([CH2:5][CH2:4][C:3]([OH:2])=[O:22])[CH:7]=[CH:8]3)=[CH:18][CH:17]=[CH:16][CH:15]=2, predict the reactants needed to synthesize it. The reactants are: C[O:2][C:3](=[O:22])[CH2:4][CH2:5][C:6]1[CH:11]=[CH:10][C:9]([NH:12][C:13]2[CH:18]=[CH:17][CH:16]=[CH:15][C:14]=2[C:19](=O)[CH3:20])=[CH:8][CH:7]=1.OS(O)(=O)=O.C([O-])([O-])=O.[K+].[K+]. (4) Given the product [C:1]([C:3]1[CH:4]=[C:5]([C:22]2[CH:23]=[C:24]([CH:29]=[CH:30][N:31]=2)[C:25]([O:27][CH3:28])=[O:26])[CH:6]=[C:7]([F:17])[C:8]=1[O:9][CH2:10][C:11]1[CH:16]=[CH:15][CH:14]=[CH:13][CH:12]=1)#[N:2], predict the reactants needed to synthesize it. The reactants are: [C:1]([C:3]1[CH:4]=[C:5](B(O)O)[CH:6]=[C:7]([F:17])[C:8]=1[O:9][CH2:10][C:11]1[CH:16]=[CH:15][CH:14]=[CH:13][CH:12]=1)#[N:2].Cl[C:22]1[CH:23]=[C:24]([CH:29]=[CH:30][N:31]=1)[C:25]([O:27][CH3:28])=[O:26].C(=O)([O-])[O-].[Na+].[Na+]. (5) Given the product [F:37][C:31]1[CH:32]=[CH:33][C:34]([F:36])=[CH:35][C:30]=1[S:27]([NH:26][C:22]1[C:21]([F:38])=[C:20]([C:10]2[N:11]=[C:12]([N:14]3[CH2:19][CH2:18][O:17][CH2:16][CH2:15]3)[S:13][C:9]=2[C:7]2[CH:6]=[CH:5][N:4]=[C:3]([CH2:2][NH:1][C:51]([CH:46]3[CH2:50][CH2:49][CH2:48][CH2:47]3)=[O:52])[N:8]=2)[CH:25]=[CH:24][CH:23]=1)(=[O:28])=[O:29], predict the reactants needed to synthesize it. The reactants are: [NH2:1][CH2:2][C:3]1[N:8]=[C:7]([C:9]2[S:13][C:12]([N:14]3[CH2:19][CH2:18][O:17][CH2:16][CH2:15]3)=[N:11][C:10]=2[C:20]2[C:21]([F:38])=[C:22]([NH:26][S:27]([C:30]3[CH:35]=[C:34]([F:36])[CH:33]=[CH:32][C:31]=3[F:37])(=[O:29])=[O:28])[CH:23]=[CH:24][CH:25]=2)[CH:6]=[CH:5][N:4]=1.C(N(CC)CC)C.[CH:46]1([C:51](Cl)=[O:52])[CH2:50][CH2:49][CH2:48][CH2:47]1.